This data is from Reaction yield outcomes from USPTO patents with 853,638 reactions. The task is: Predict the reaction yield, written as a fraction of the theoretical maximum amount of product (1.0 means a 100% yield; for example, 0.34 means a 34% yield). (1) The reactants are Br[C:2]1[C:10]2[O:9][CH:8]([CH2:11][O:12][S:13]([C:16]3[CH:21]=[CH:20][C:19]([CH3:22])=[CH:18][CH:17]=3)(=[O:15])=[O:14])[O:7][C:6]=2[CH:5]=[C:4]([Cl:23])[CH:3]=1.[CH3:24][O:25][C:26]1[C:31]([O:32][CH3:33])=[CH:30][CH:29]=[CH:28][C:27]=1B(O)O. No catalyst specified. The product is [CH3:24][O:25][C:26]1[C:31]([O:32][CH3:33])=[CH:30][CH:29]=[CH:28][C:27]=1[C:2]1[C:10]2[O:9][CH:8]([CH2:11][O:12][S:13]([C:16]3[CH:21]=[CH:20][C:19]([CH3:22])=[CH:18][CH:17]=3)(=[O:15])=[O:14])[O:7][C:6]=2[CH:5]=[C:4]([Cl:23])[CH:3]=1. The yield is 0.880. (2) The reactants are [C:1]([C:4]1[CH:8]=[CH:7][S:6]C=1)(=O)[CH3:2].[S:9]1[CH:13]=[CH:12][C:11]([C:14]([CH2:16][C:17]#[N:18])=[O:15])=[CH:10]1.[C:19]1(=O)CCCCC1.N1CCOCC1.[S]. No catalyst specified. The product is [NH2:18][C:17]1[S:6][C:7]2[CH2:8][CH2:4][CH2:1][CH2:2][C:19]=2[C:16]=1[C:14]([C:11]1[CH:12]=[CH:13][S:9][CH:10]=1)=[O:15]. The yield is 0.670.